This data is from NCI-60 drug combinations with 297,098 pairs across 59 cell lines. The task is: Regression. Given two drug SMILES strings and cell line genomic features, predict the synergy score measuring deviation from expected non-interaction effect. (1) Drug 1: CC1C(C(=O)NC(C(=O)N2CCCC2C(=O)N(CC(=O)N(C(C(=O)O1)C(C)C)C)C)C(C)C)NC(=O)C3=C4C(=C(C=C3)C)OC5=C(C(=O)C(=C(C5=N4)C(=O)NC6C(OC(=O)C(N(C(=O)CN(C(=O)C7CCCN7C(=O)C(NC6=O)C(C)C)C)C)C(C)C)C)N)C. Drug 2: CN(C(=O)NC(C=O)C(C(C(CO)O)O)O)N=O. Cell line: KM12. Synergy scores: CSS=13.7, Synergy_ZIP=4.22, Synergy_Bliss=6.87, Synergy_Loewe=-12.7, Synergy_HSA=6.41. (2) Drug 1: CC(C)CN1C=NC2=C1C3=CC=CC=C3N=C2N. Drug 2: C1C(C(OC1N2C=NC(=NC2=O)N)CO)O. Cell line: MALME-3M. Synergy scores: CSS=-5.34, Synergy_ZIP=-0.667, Synergy_Bliss=-3.96, Synergy_Loewe=-7.74, Synergy_HSA=-7.15. (3) Drug 1: C1C(C(OC1N2C=C(C(=O)NC2=O)F)CO)O. Drug 2: COC1=NC(=NC2=C1N=CN2C3C(C(C(O3)CO)O)O)N. Cell line: HS 578T. Synergy scores: CSS=28.4, Synergy_ZIP=-9.07, Synergy_Bliss=-6.87, Synergy_Loewe=-84.4, Synergy_HSA=-6.76.